Dataset: Reaction yield outcomes from USPTO patents with 853,638 reactions. Task: Predict the reaction yield, written as a fraction of the theoretical maximum amount of product (1.0 means a 100% yield; for example, 0.34 means a 34% yield). The reactants are [C:1]1([CH2:7][O:8][C:9]2[CH:17]=[CH:16][CH:15]=[CH:14][C:10]=2[C:11]([OH:13])=[O:12])[CH:6]=[CH:5][CH:4]=[CH:3][CH:2]=1.[Br:18][CH2:19][CH2:20][CH2:21]O.Cl.CN(C)CCCN=C=NCC. The catalyst is CN(C)C1C=CN=CC=1.ClCCl. The product is [C:1]1([CH2:7][O:8][C:9]2[CH:17]=[CH:16][CH:15]=[CH:14][C:10]=2[C:11]([O:13][CH2:21][CH2:20][CH2:19][Br:18])=[O:12])[CH:2]=[CH:3][CH:4]=[CH:5][CH:6]=1. The yield is 0.580.